This data is from Catalyst prediction with 721,799 reactions and 888 catalyst types from USPTO. The task is: Predict which catalyst facilitates the given reaction. (1) Reactant: [CH3:1][O:2][C:3]1[CH:4]=[CH:5][C:6]2[O:12][CH2:11][CH2:10][NH:9][CH2:8][C:7]=2[CH:13]=1.[S:14](Cl)([Cl:17])(=[O:16])=[O:15].COC1C=C2C(CCN(S(Cl)(=O)=O)C2)=CC=1. Product: [CH3:1][O:2][C:3]1[CH:4]=[CH:5][C:6]2[O:12][CH2:11][CH2:10][N:9]([S:14]([Cl:17])(=[O:16])=[O:15])[CH2:8][C:7]=2[CH:13]=1. The catalyst class is: 66. (2) Reactant: [CH2:1]1[C:3]2([CH2:8][CH2:7][C:6](=O)[CH2:5][C:4]2=[O:10])[CH2:2]1.[NH2:11][C:12]1[CH:19]=[CH:18][C:15]([C:16]#[N:17])=[C:14]([C:20]([F:23])([F:22])[F:21])[CH:13]=1.C1(C)C=CC(S(O)(=O)=O)=CC=1. Product: [O:10]=[C:4]1[CH:5]=[C:6]([NH:11][C:12]2[CH:19]=[CH:18][C:15]([C:16]#[N:17])=[C:14]([C:20]([F:21])([F:22])[F:23])[CH:13]=2)[CH2:7][CH2:8][C:3]21[CH2:1][CH2:2]2. The catalyst class is: 11. (3) Reactant: [C:1]([O:4][C:5]1[CH:13]=[C:12]2[C:8]([C@H:9]([CH2:21][Cl:22])[CH2:10][N:11]2C(OC(C)(C)C)=O)=[C:7]2[S:23][C:24]([CH3:26])=[CH:25][C:6]=12)(=[O:3])[CH3:2]. Product: [C:1]([O:4][C:5]1[CH:13]=[C:12]2[C:8]([C@H:9]([CH2:21][Cl:22])[CH2:10][NH:11]2)=[C:7]2[S:23][C:24]([CH3:26])=[CH:25][C:6]=12)(=[O:3])[CH3:2]. The catalyst class is: 89. (4) Reactant: [F:1][C:2]([F:38])([F:37])[C:3]1[CH:4]=[C:5]([CH:30]=[C:31]([C:33]([F:36])([F:35])[F:34])[CH:32]=1)[CH2:6][NH:7][CH2:8][C:9]1[CH:14]=[C:13]([C:15]([F:18])([F:17])[F:16])[CH:12]=[CH:11][C:10]=1[C:19]1[CH:24]=[C:23]([CH:25]([CH3:27])[CH3:26])[CH:22]=[CH:21][C:20]=1[O:28][CH3:29].[CH3:39][S:40](Cl)(=[O:42])=[O:41].C(N(CC)C(C)C)(C)C.O. Product: [F:1][C:2]([F:37])([F:38])[C:3]1[CH:4]=[C:5]([CH:30]=[C:31]([C:33]([F:36])([F:34])[F:35])[CH:32]=1)[CH2:6][N:7]([CH2:8][C:9]1[CH:14]=[C:13]([C:15]([F:18])([F:17])[F:16])[CH:12]=[CH:11][C:10]=1[C:19]1[CH:24]=[C:23]([CH:25]([CH3:26])[CH3:27])[CH:22]=[CH:21][C:20]=1[O:28][CH3:29])[S:40]([CH3:39])(=[O:42])=[O:41]. The catalyst class is: 2. (5) Reactant: [Cl:1][C:2]1[C:7]([F:8])=[C:6]([C:9]#[N:10])[CH:5]=[CH:4][C:3]=1[CH:11](C(OC(C)(C)C)=O)[C:12]([O:14]C(C)(C)C)=[O:13].FC(F)(F)C(O)=O. Product: [Cl:1][C:2]1[C:7]([F:8])=[C:6]([C:9]#[N:10])[CH:5]=[CH:4][C:3]=1[CH2:11][C:12]([OH:14])=[O:13]. The catalyst class is: 2. (6) Reactant: [CH2:1]([N:8]([CH2:30][C@H:31]([OH:38])[C:32]1[CH:37]=[CH:36][CH:35]=[CH:34][CH:33]=1)[CH2:9][CH2:10][C:11]1[CH:16]=[CH:15][C:14]([C:17]2[CH:22]=[CH:21][C:20]([C:23]([O:25][CH3:26])=[O:24])=[C:19]([N+:27]([O-:29])=[O:28])[CH:18]=2)=[CH:13][CH:12]=1)[C:2]1[CH:7]=[CH:6][CH:5]=[CH:4][CH:3]=1.[O:39]1[CH:44]=[CH:43][CH2:42][CH2:41][CH2:40]1.C1(C)C=CC(S([O-])(=O)=O)=CC=1.[NH+]1C=CC=CC=1.C(=O)(O)[O-].[Na+]. Product: [CH2:1]([N:8]([CH2:30][C@@H:31]([C:32]1[CH:37]=[CH:36][CH:35]=[CH:34][CH:33]=1)[O:38][CH:40]1[CH2:41][CH2:42][CH2:43][CH2:44][O:39]1)[CH2:9][CH2:10][C:11]1[CH:12]=[CH:13][C:14]([C:17]2[CH:22]=[CH:21][C:20]([C:23]([O:25][CH3:26])=[O:24])=[C:19]([N+:27]([O-:29])=[O:28])[CH:18]=2)=[CH:15][CH:16]=1)[C:2]1[CH:3]=[CH:4][CH:5]=[CH:6][CH:7]=1. The catalyst class is: 2.